Dataset: Full USPTO retrosynthesis dataset with 1.9M reactions from patents (1976-2016). Task: Predict the reactants needed to synthesize the given product. (1) Given the product [F:1][C:2]1[CH:3]=[CH:4][C:5]([C:6]([CH:8]2[CH2:13][CH2:12][N:11]([CH2:17][CH2:18][C@H:19]3[CH2:24][CH2:23][C@H:22]([NH:25][C:26]([C:28]4[C:37]5[C:32](=[CH:33][CH:34]=[CH:35][CH:36]=5)[N:31]=[CH:30][CH:29]=4)=[O:27])[CH2:21][CH2:20]3)[CH2:10][CH2:9]2)=[O:7])=[CH:14][CH:15]=1, predict the reactants needed to synthesize it. The reactants are: [F:1][C:2]1[CH:15]=[CH:14][C:5]([C:6]([CH:8]2[CH2:13][CH2:12][NH:11][CH2:10][CH2:9]2)=[O:7])=[CH:4][CH:3]=1.O=[CH:17][CH2:18][C@H:19]1[CH2:24][CH2:23][C@H:22]([NH:25][C:26]([C:28]2[C:37]3[C:32](=[CH:33][CH:34]=[CH:35][CH:36]=3)[N:31]=[CH:30][CH:29]=2)=[O:27])[CH2:21][CH2:20]1.C(O[BH-](OC(=O)C)OC(=O)C)(=O)C.[Na+]. (2) Given the product [CH3:15][N:10]1[CH2:11][CH2:12][NH:13][CH2:14][C@@H:9]1[CH2:8][OH:7], predict the reactants needed to synthesize it. The reactants are: [H-].[Al+3].[Li+].[H-].[H-].[H-].[OH:7][CH2:8][C@H:9]1[CH2:14][NH:13][CH2:12][CH2:11][N:10]1[C:15](OC(C)(C)C)=O. (3) Given the product [CH3:1][O:2][C:3]1[C:4]([CH3:16])=[C:5]2[C:9](=[CH:10][CH:11]=1)[C@@H:8]([CH2:12][C:13]([O:15][CH3:17])=[O:14])[CH2:7][CH2:6]2, predict the reactants needed to synthesize it. The reactants are: [CH3:1][O:2][C:3]1[C:4]([CH3:16])=[C:5]2[C:9](=[CH:10][CH:11]=1)/[C:8](=[CH:12]/[C:13]([OH:15])=[O:14])/[CH2:7][CH2:6]2.[CH2:17](N(CC)CC)C.[Si](C=[N+]=[N-])(C)(C)C. (4) The reactants are: [CH3:1][O:2][C:3]1[N:4]=[CH:5][C:6]([CH:9]=O)=[N:7][CH:8]=1.[CH3:11][O:12][C:13]1[CH:14]=[C:15]([NH2:19])[CH:16]=[N:17][CH:18]=1. Given the product [CH3:11][O:12][C:13]1[CH:14]=[C:15]([N:19]=[CH:9][C:6]2[CH:5]=[N:4][C:3]([O:2][CH3:1])=[CH:8][N:7]=2)[CH:16]=[N:17][CH:18]=1, predict the reactants needed to synthesize it.